From a dataset of Full USPTO retrosynthesis dataset with 1.9M reactions from patents (1976-2016). Predict the reactants needed to synthesize the given product. (1) Given the product [N:38]1([C:36](=[O:37])[CH2:35][N:33]2[CH2:32][CH2:31][O:30][C@@H:29]([CH2:28][O:27][C:67]3[CH:68]=[N:69][CH:70]=[CH:71][CH:72]=3)[CH2:34]2)[C:46]2[C:41](=[CH:42][CH:43]=[CH:44][CH:45]=2)[CH2:40][CH2:39]1, predict the reactants needed to synthesize it. The reactants are: N(C(OC(C)C)=O)=NC(OC(C)C)=O.CCOC(/N=N/C(OCC)=O)=O.[OH:27][CH2:28][C@H:29]1[CH2:34][N:33]([CH2:35][C:36]([N:38]2[C:46]3[C:41](=[CH:42][CH:43]=[CH:44][CH:45]=3)[CH2:40][CH2:39]2)=[O:37])[CH2:32][CH2:31][O:30]1.C1(P(C2C=CC=CC=2)C2C=CC=CC=2)C=CC=CC=1.O[C:67]1[CH:68]=[N:69][CH:70]=[CH:71][CH:72]=1. (2) The reactants are: [NH2:1][C@@H:2]([CH2:5][O:6][C@H:7]([C:9]1[CH:14]=[CH:13][C:12]([F:15])=[CH:11][CH:10]=1)[CH3:8])[CH2:3][OH:4].N[C@H](CO[C@H](C1C=CC(F)=CC=1)C)CO.[C:31](O)(=[O:40])[C@@H:32]([C:34]1[CH:39]=[CH:38][CH:37]=[CH:36][CH:35]=1)[OH:33]. Given the product [OH:33][C@H:32]([C:34]1[CH:39]=[CH:38][CH:37]=[CH:36][CH:35]=1)[C:31]([O:4][CH2:3][C@H:2]([NH2:1])[CH2:5][O:6][C@H:7]([C:9]1[CH:10]=[CH:11][C:12]([F:15])=[CH:13][CH:14]=1)[CH3:8])=[O:40], predict the reactants needed to synthesize it.